This data is from Forward reaction prediction with 1.9M reactions from USPTO patents (1976-2016). The task is: Predict the product of the given reaction. (1) The product is: [CH3:17][S:16][C:8]1[CH:4]=[CH:3][CH:11]=[C:10]([C:12]([F:13])([F:14])[F:15])[C:9]=1[C:22]([OH:24])=[O:23]. Given the reactants CO[C:3]1[CH:11]=[C:10]([C:12]([F:15])([F:14])[F:13])[CH:9]=[C:8]([S:16][CH3:17])[C:4]=1C(O)=O.FC(F)(F)C1C=CC=CC=1[C:22]([OH:24])=[O:23].CSSC, predict the reaction product. (2) Given the reactants [CH3:1][N:2]1[CH:6]=[C:5]([C:7]2[CH:8]=[N:9][C:10]3[C:15]([N:16]=2)=[CH:14][C:13]([C:17]2[CH:18]=[C:19]([NH2:23])[CH:20]=[N:21][CH:22]=2)=[CH:12][CH:11]=3)[CH:4]=[N:3]1.[N:24]1([S:30](Cl)(=[O:32])=[O:31])[CH2:29][CH2:28][O:27][CH2:26][CH2:25]1, predict the reaction product. The product is: [CH3:1][N:2]1[CH:6]=[C:5]([C:7]2[CH:8]=[N:9][C:10]3[C:15]([N:16]=2)=[CH:14][C:13]([C:17]2[CH:18]=[C:19]([NH:23][S:30]([N:24]4[CH2:29][CH2:28][O:27][CH2:26][CH2:25]4)(=[O:32])=[O:31])[CH:20]=[N:21][CH:22]=2)=[CH:12][CH:11]=3)[CH:4]=[N:3]1. (3) Given the reactants [F:1][C:2]([F:34])([F:33])[C:3]1[CH:4]=[C:5]([CH:26]=[C:27]([C:29]([F:32])([F:31])[F:30])[CH:28]=1)[C:6]([N:8]1[CH2:25][CH2:24][C:11]2([N:15]([C:16]3[CH:21]=[CH:20][CH:19]=[CH:18][C:17]=3[Cl:22])[CH2:14][NH:13][C:12]2=[O:23])[CH2:10][CH2:9]1)=[O:7].[N:35]1[CH:40]=[CH:39][C:38](B(O)O)=[CH:37][CH:36]=1, predict the reaction product. The product is: [F:32][C:29]([F:31])([F:30])[C:27]1[CH:26]=[C:5]([CH:4]=[C:3]([C:2]([F:1])([F:33])[F:34])[CH:28]=1)[C:6]([N:8]1[CH2:9][CH2:10][C:11]2([N:15]([C:16]3[CH:21]=[CH:20][CH:19]=[CH:18][C:17]=3[Cl:22])[CH2:14][N:13]([C:38]3[CH:39]=[CH:40][N:35]=[CH:36][CH:37]=3)[C:12]2=[O:23])[CH2:24][CH2:25]1)=[O:7]. (4) Given the reactants [CH:1]1[C:14]2[C:5](=[N:6][CH:7]=[C:8]3[C:13]=2[CH:12]=[CH:11][CH:10]=[CH:9]3)[CH:4]=[CH:3][CH:2]=1.[F:15][C:16]1[CH:24]=[C:23]([F:25])[CH:22]=[CH:21][C:17]=1[C:18](Cl)=[O:19].[NH:26]1[C:34]2[C:29](=[CH:30][CH:31]=[CH:32][CH:33]=2)[CH:28]=[CH:27]1, predict the reaction product. The product is: [F:15][C:16]1[CH:24]=[C:23]([F:25])[CH:22]=[CH:21][C:17]=1[C:18]([N:6]1[CH:7]([C:28]2[C:29]3[C:34](=[CH:33][CH:32]=[CH:31][CH:30]=3)[NH:26][CH:27]=2)[C:8]2[C:13](=[CH:12][CH:11]=[CH:10][CH:9]=2)[C:14]2[CH:1]=[CH:2][CH:3]=[CH:4][C:5]1=2)=[O:19]. (5) Given the reactants C([O-])(=O)C.[Na+].[CH:6]1([CH:9]=O)[CH2:8][CH2:7]1.C([BH3-])#N.[Na+].Cl.[CH2:16]([O:18][C:19]([C@@H:21]1[CH2:25][CH2:24][CH2:23][C@@H:22]1[NH2:26])=[O:20])[CH3:17].Cl, predict the reaction product. The product is: [CH2:16]([O:18][C:19]([C@@H:21]1[CH2:25][CH2:24][CH2:23][C@@H:22]1[NH:26][CH2:9][CH:6]1[CH2:7][CH2:8]1)=[O:20])[CH3:17]. (6) Given the reactants N1C=CC=CC=1SSCCC(N[CH2:14][CH2:15][CH2:16][CH2:17][CH2:18][C:19](ON1C(=O)CCC1=O)=O)=O.N1C=CC=CC=1SSCCC(NCCCCCC(ON1C(=O)CC(S(O)(=O)=O)C1=O)=O)=O.C1(=O)N([C:66]2[CH:74]=[C:73](NNC(OC(C)(C)C)=O)[CH:72]=[CH:71][C:67]=2[C:68]([O-:70])=O)C(=O)CC1.Cl.N=C1CCCS1.C(SC1CC(=O)OC1=O)(=O)C.C1(=O)N(C(CCCCN[C:118](=[O:121])[CH2:119][I:120])C([O-])=O)C(=O)CC1.COC(CCCCC(ON1C(=O)CCC1=O)=O)=O, predict the reaction product. The product is: [CH:14]1[CH:15]=[CH:16][C:17]([C:68]([C:67]2[CH:66]=[CH:74][C:73]([C:118]([CH2:119][I:120])=[O:121])=[CH:72][CH:71]=2)=[O:70])=[CH:18][CH:19]=1.